Dataset: Catalyst prediction with 721,799 reactions and 888 catalyst types from USPTO. Task: Predict which catalyst facilitates the given reaction. (1) Reactant: [NH:1]1[CH2:4][CH:3]([C:5]([N:7]2[CH2:13][CH2:12][CH2:11][N:10]([CH:14]3[CH2:17][CH2:16][CH2:15]3)[CH2:9][CH2:8]2)=[O:6])[CH2:2]1.C([O-])([O-])=O.[Na+].[Na+].[Cl:24][CH2:25][C:26](Cl)=[O:27]. Product: [Cl:24][CH2:25][C:26]([N:1]1[CH2:2][CH:3]([C:5]([N:7]2[CH2:13][CH2:12][CH2:11][N:10]([CH:14]3[CH2:17][CH2:16][CH2:15]3)[CH2:9][CH2:8]2)=[O:6])[CH2:4]1)=[O:27]. The catalyst class is: 4. (2) Reactant: [Br:1][C:2]1[C:7]([CH3:8])=[CH:6][C:5]([OH:9])=[CH:4][C:3]=1[CH3:10].IC.[C:13](=O)([O-])[O-].[K+].[K+].O. Product: [Br:1][C:2]1[C:7]([CH3:8])=[CH:6][C:5]([O:9][CH3:13])=[CH:4][C:3]=1[CH3:10]. The catalyst class is: 3. (3) Reactant: [CH3:1][O:2][C:3]1[C:4]([C:9]2[CH2:10][CH2:11][N:12]([C:15]([O:17][C:18]([CH3:21])([CH3:20])[CH3:19])=[O:16])[CH2:13][CH:14]=2)=[N:5][CH:6]=[CH:7][CH:8]=1.[H][H]. Product: [CH3:1][O:2][C:3]1[C:4]([CH:9]2[CH2:14][CH2:13][N:12]([C:15]([O:17][C:18]([CH3:21])([CH3:20])[CH3:19])=[O:16])[CH2:11][CH2:10]2)=[N:5][CH:6]=[CH:7][CH:8]=1. The catalyst class is: 19. (4) Reactant: [CH2:1]([C:3]1[C:11]2[CH2:10][CH2:9][CH2:8][CH2:7][C:6]=2[N:5]([CH2:12][C:13]2[CH:21]=[CH:20][C:16]([C:17]([OH:19])=O)=[CH:15][CH:14]=2)[N:4]=1)[CH3:2].[NH:22]1[CH2:26][CH2:25][CH2:24][CH2:23]1.C1C=CC2N(O)N=NC=2C=1.CCN(C(C)C)C(C)C. Product: [CH2:1]([C:3]1[C:11]2[CH2:10][CH2:9][CH2:8][CH2:7][C:6]=2[N:5]([CH2:12][C:13]2[CH:14]=[CH:15][C:16]([C:17]([N:22]3[CH2:26][CH2:25][CH2:24][CH2:23]3)=[O:19])=[CH:20][CH:21]=2)[N:4]=1)[CH3:2]. The catalyst class is: 2. (5) Product: [Cl:35][C:31]1[CH:32]=[CH:33][CH:34]=[C:29]([O:28][CH3:27])[C:30]=1[CH2:36][N:9]1[CH:10]=[CH:11][C:7]([NH:6][C:4](=[O:5])[C:3]2[C:12]([F:16])=[CH:13][CH:14]=[CH:15][C:2]=2[F:1])=[N:8]1. Reactant: [F:1][C:2]1[CH:15]=[CH:14][CH:13]=[C:12]([F:16])[C:3]=1[C:4]([NH:6][C:7]1[CH:11]=[CH:10][NH:9][N:8]=1)=[O:5].C[Si]([N-][Si](C)(C)C)(C)C.[Li+].[CH3:27][O:28][C:29]1[CH:34]=[CH:33][CH:32]=[C:31]([Cl:35])[C:30]=1[CH2:36]Br. The catalyst class is: 1. (6) Reactant: [C:1](Cl)(Cl)=[O:2].[F:5][C:6]1[CH:7]=[CH:8][C:9]2[C:10](=[O:19])[C@H:11]3[CH2:18][CH2:17][CH2:16][C@H:12]3[NH:13][C:14]=2[CH:15]=1.C(N(C(C)C)CC)(C)C.[CH2:29]([OH:36])[C:30]1[CH:35]=[CH:34][CH:33]=[CH:32][CH:31]=1.[H-].[Na+].Cl. Product: [F:5][C:6]1[CH:7]=[CH:8][C:9]2[C:10](=[O:19])[C@H:11]3[CH2:18][CH2:17][CH2:16][C@H:12]3[N:13]([C:1]([O:36][CH2:29][C:30]3[CH:35]=[CH:34][CH:33]=[CH:32][CH:31]=3)=[O:2])[C:14]=2[CH:15]=1. The catalyst class is: 1. (7) Reactant: [S:1]1[C:9]2[C:4](=[N:5][CH:6]=[CH:7][C:8]=2[SH:10])[CH:3]=[CH:2]1.S(Cl)(Cl)(=O)=O. Product: [S:1]1[C:9]2[C:4](=[N:5][CH:6]=[CH:7][C:8]=2[S:10][S:10][C:8]2[CH:7]=[CH:6][N:5]=[C:4]3[CH:3]=[CH:2][S:1][C:9]=23)[CH:3]=[CH:2]1. The catalyst class is: 4.